This data is from Catalyst prediction with 721,799 reactions and 888 catalyst types from USPTO. The task is: Predict which catalyst facilitates the given reaction. (1) Reactant: [Cl:1][C:2]1[C:7]([Cl:8])=[CH:6][CH:5]=[CH:4][C:3]=1[S:9]([NH:12][C:13]1[C:18]([O:19][CH3:20])=[N:17][C:16]([CH2:21][OH:22])=[CH:15][N:14]=1)(=[O:11])=[O:10].C(N(C(C)C)CC)(C)C.[CH3:32][Si:33]([CH3:40])([CH3:39])[CH2:34][CH2:35][O:36][CH2:37]Cl. Product: [Cl:1][C:2]1[C:7]([Cl:8])=[CH:6][CH:5]=[CH:4][C:3]=1[S:9]([N:12]([C:13]1[C:18]([O:19][CH3:20])=[N:17][C:16]([CH2:21][OH:22])=[CH:15][N:14]=1)[CH2:37][O:36][CH2:35][CH2:34][Si:33]([CH3:40])([CH3:39])[CH3:32])(=[O:10])=[O:11]. The catalyst class is: 4. (2) Product: [CH3:23][O:6][C:4](=[O:5])[C:3]1[CH:7]=[CH:8][CH:9]=[C:10]([O:11][C:17]2[CH:16]=[CH:15][CH:14]=[C:13]([F:12])[CH:18]=2)[CH:2]=1. The catalyst class is: 4. Reactant: C[C:2]1[C:10]([OH:11])=[CH:9][CH:8]=[CH:7][C:3]=1[C:4]([OH:6])=[O:5].[F:12][C:13]1[CH:14]=[C:15](B(O)O)[CH:16]=[CH:17][CH:18]=1.N1C=CC=C[CH:23]=1.